This data is from Forward reaction prediction with 1.9M reactions from USPTO patents (1976-2016). The task is: Predict the product of the given reaction. (1) The product is: [Cl:1][C:2]1[CH:3]=[CH:4][C:5]([C:8]([CH3:17])([CH:14]([CH3:15])[CH3:16])[CH2:9][C:10]([O:12][CH3:13])=[O:11])=[CH:6][C:7]=1[N+:24]([O-:25])=[O:23]. Given the reactants [Cl:1][C:2]1[CH:7]=[CH:6][C:5]([C:8]([CH3:17])([CH:14]([CH3:16])[CH3:15])[CH2:9][C:10]([O:12][CH3:13])=[O:11])=[CH:4][CH:3]=1.F[B-](F)(F)F.[O:23]=[N+:24]=[O:25].O, predict the reaction product. (2) The product is: [CH3:14][C:13]1[CH:12]=[CH:18][C:8]2[C:6](=[CH:5][CH:4]=[C:3]([C:2]([F:10])([F:11])[F:1])[CH:9]=2)[N:7]=1. Given the reactants [F:1][C:2]([F:11])([F:10])[C:3]1[CH:9]=[CH:8][C:6]([NH2:7])=[CH:5][CH:4]=1.[C:12]1(Cl)[C:18](=O)C(Cl)=C(Cl)[C:14](=O)[C:13]=1Cl.Cl.C(=O)/C=C/C, predict the reaction product.